Dataset: Forward reaction prediction with 1.9M reactions from USPTO patents (1976-2016). Task: Predict the product of the given reaction. (1) Given the reactants [CH3:1][C:2]1[CH:3]=[C:4]([C:9]2[C:10]([C:15]([OH:17])=O)=[CH:11][CH:12]=[CH:13][CH:14]=2)[CH:5]=[CH:6][C:7]=1[CH3:8].CN(C(ON1N=NC2C=CC=CC1=2)=[N+](C)C)C.[B-](F)(F)(F)F.CCN(C(C)C)C(C)C.[C:49]([O:53][C:54]([NH:56][C@@H:57]1[CH2:62][CH2:61][CH2:60][NH:59][CH2:58]1)=[O:55])([CH3:52])([CH3:51])[CH3:50].Cl, predict the reaction product. The product is: [C:49]([O:53][C:54](=[O:55])[NH:56][C@@H:57]1[CH2:62][CH2:61][CH2:60][N:59]([C:15]([C:10]2[C:9]([C:4]3[CH:5]=[CH:6][C:7]([CH3:8])=[C:2]([CH3:1])[CH:3]=3)=[CH:14][CH:13]=[CH:12][CH:11]=2)=[O:17])[CH2:58]1)([CH3:52])([CH3:50])[CH3:51]. (2) The product is: [Br:18][CH2:4]/[CH:3]=[CH:2]/[C:1]([O:6][Si:7]([CH3:10])([CH3:9])[CH3:8])=[O:5]. Given the reactants [C:1]([O:6][Si:7]([CH3:10])([CH3:9])[CH3:8])(=[O:5])/[CH:2]=[CH:3]/[CH3:4].C1C(=O)N([Br:18])C(=O)C1, predict the reaction product. (3) Given the reactants Br[C:2]1[CH:3]=[C:4]([N:8]2[CH2:16][CH:15]3[CH2:17][N:11]4[CH2:12][CH:13]([CH2:18][CH:9]2[CH2:10]4)[CH2:14]3)[CH:5]=[N:6][CH:7]=1.[CH3:19][O:20][C:21]1[C:26](B(O)O)=[CH:25][CH:24]=[CH:23][N:22]=1, predict the reaction product. The product is: [CH3:19][O:20][C:21]1[C:26]([C:2]2[CH:7]=[N:6][CH:5]=[C:4]([N:8]3[CH2:16][CH:15]4[CH2:17][N:11]5[CH2:12][CH:13]([CH2:18][CH:9]3[CH2:10]5)[CH2:14]4)[CH:3]=2)=[CH:25][CH:24]=[CH:23][N:22]=1. (4) Given the reactants C([O:3][C:4](=[O:35])[CH:5]=[C:6]([N:13]1[C:21]2[C:16](=[CH:17][C:18]([CH2:22][CH2:23][CH2:24][C:25]3[CH:34]=[CH:33][C:32]4[C:27](=[N:28][CH:29]=[CH:30][CH:31]=4)[N:26]=3)=[CH:19][CH:20]=2)[CH:15]=[CH:14]1)[C:7]1[CH:12]=[CH:11][CH:10]=[CH:9][CH:8]=1)C, predict the reaction product. The product is: [C:7]1([CH:6]([N:13]2[C:21]3[C:16](=[CH:17][C:18]([CH2:22][CH2:23][CH2:24][C:25]4[CH:34]=[CH:33][C:32]5[CH2:31][CH2:30][CH2:29][NH:28][C:27]=5[N:26]=4)=[CH:19][CH:20]=3)[CH:15]=[CH:14]2)[CH2:5][C:4]([OH:35])=[O:3])[CH:8]=[CH:9][CH:10]=[CH:11][CH:12]=1.